Dataset: NCI-60 drug combinations with 297,098 pairs across 59 cell lines. Task: Regression. Given two drug SMILES strings and cell line genomic features, predict the synergy score measuring deviation from expected non-interaction effect. Drug 1: C1CC(C1)(C(=O)O)C(=O)O.[NH2-].[NH2-].[Pt+2]. Drug 2: CC1=C2C(C(=O)C3(C(CC4C(C3C(C(C2(C)C)(CC1OC(=O)C(C(C5=CC=CC=C5)NC(=O)OC(C)(C)C)O)O)OC(=O)C6=CC=CC=C6)(CO4)OC(=O)C)O)C)O. Cell line: HCT116. Synergy scores: CSS=2.52, Synergy_ZIP=-0.598, Synergy_Bliss=-1.23, Synergy_Loewe=-3.69, Synergy_HSA=-4.13.